From a dataset of Full USPTO retrosynthesis dataset with 1.9M reactions from patents (1976-2016). Predict the reactants needed to synthesize the given product. (1) The reactants are: C(N(CC)CC)C.[C:8]([C:12]1[CH:13]=[C:14]([NH:30][S:31]([CH3:34])(=[O:33])=[O:32])[C:15]([O:28][CH3:29])=[C:16]([NH:18][C:19](=[O:27])OC2C=CC=CC=2)[CH:17]=1)([CH3:11])([CH3:10])[CH3:9].[NH2:35][C:36]1[C:45]2[C:40](=[CH:41][CH:42]=[CH:43][CH:44]=2)[C:39]([O:46][C:47]2[CH:52]=[CH:51][N:50]=[C:49]([NH:53][C:54]3[CH:59]=[CH:58][C:57]([P:60]([CH2:65][CH3:66])(=[O:64])[O:61][CH2:62][CH3:63])=[C:56]([O:67][CH3:68])[CH:55]=3)[CH:48]=2)=[CH:38][CH:37]=1.C(=O)(O)[O-].[NH4+]. Given the product [C:8]([C:12]1[CH:13]=[C:14]([NH:30][S:31]([CH3:34])(=[O:32])=[O:33])[C:15]([O:28][CH3:29])=[C:16]([NH:18][C:19](=[O:27])[NH:35][C:36]2[C:45]3[C:40](=[CH:41][CH:42]=[CH:43][CH:44]=3)[C:39]([O:46][C:47]3[CH:52]=[CH:51][N:50]=[C:49]([NH:53][C:54]4[CH:59]=[CH:58][C:57]([P:60]([CH2:65][CH3:66])(=[O:64])[O:61][CH2:62][CH3:63])=[C:56]([O:67][CH3:68])[CH:55]=4)[CH:48]=3)=[CH:38][CH:37]=2)[CH:17]=1)([CH3:10])([CH3:9])[CH3:11], predict the reactants needed to synthesize it. (2) Given the product [CH3:8][N:9]1[CH2:14][CH2:13][C:12]([CH2:1][N+:2]([O-:4])=[O:3])([OH:15])[CH2:11][CH2:10]1, predict the reactants needed to synthesize it. The reactants are: [CH3:1][N+:2]([O-:4])=[O:3].CO[Na].[CH3:8][N:9]1[CH2:14][CH2:13][C:12](=[O:15])[CH2:11][CH2:10]1. (3) Given the product [CH3:43][O:42][C:31]1[CH:32]=[C:33]([C:38]([F:40])([F:39])[F:41])[CH:34]=[C:35]([S:36][CH3:37])[C:30]=1[C:29]([NH:28][C@H:27]1[CH2:26][CH2:25][O:24][CH2:23][C@H:22]1[N:21]1[CH2:12][CH2:13][CH2:8][CH2:9]1)=[O:44], predict the reactants needed to synthesize it. The reactants are: C(OC(=O)N[C@H:8]1[C@H:13](N2[CH2:12][CH2:13][CH2:8][CH2:9]2)[CH2:12]CO[CH2:9]1)(C)(C)C.Cl.[NH2:21][CH:22]1[CH:27]([NH:28][C:29](=[O:44])[C:30]2[C:35]([S:36][CH3:37])=[CH:34][C:33]([C:38]([F:41])([F:40])[F:39])=[CH:32][C:31]=2[O:42][CH3:43])[CH2:26][CH2:25][O:24][CH2:23]1. (4) Given the product [ClH:72].[NH2:8][CH2:9][C@H:10]1[CH2:15][CH2:14][C@H:13]([C:16]([NH:18][C@@H:19]([CH2:46][C:47]2[CH:48]=[CH:49][C:50]([C:53]3[CH:58]=[CH:57][C:56]([C:59](=[O:70])[NH:60][CH:61]4[CH2:62][CH2:63][CH:64]([N:67]([CH3:69])[CH3:68])[CH2:65][CH2:66]4)=[CH:55][C:54]=3[CH3:71])=[CH:51][CH:52]=2)[C:20]([NH:22][C:23]2[CH:28]=[CH:27][C:26]([C:29]3[NH:30][C:31]([C:34]([F:44])([F:45])[C:35]([F:42])([F:43])[C:36]([F:40])([F:41])[C:37]([OH:39])=[O:38])=[N:32][N:33]=3)=[CH:25][CH:24]=2)=[O:21])=[O:17])[CH2:12][CH2:11]1, predict the reactants needed to synthesize it. The reactants are: C(OC([NH:8][CH2:9][C@H:10]1[CH2:15][CH2:14][C@H:13]([C:16]([NH:18][C@@H:19]([CH2:46][C:47]2[CH:52]=[CH:51][C:50]([C:53]3[CH:58]=[CH:57][C:56]([C:59](=[O:70])[NH:60][CH:61]4[CH2:66][CH2:65][CH:64]([N:67]([CH3:69])[CH3:68])[CH2:63][CH2:62]4)=[CH:55][C:54]=3[CH3:71])=[CH:49][CH:48]=2)[C:20]([NH:22][C:23]2[CH:28]=[CH:27][C:26]([C:29]3[NH:30][C:31]([C:34]([F:45])([F:44])[C:35]([F:43])([F:42])[C:36]([F:41])([F:40])[C:37]([OH:39])=[O:38])=[N:32][N:33]=3)=[CH:25][CH:24]=2)=[O:21])=[O:17])[CH2:12][CH2:11]1)=O)(C)(C)C.[ClH:72]. (5) Given the product [CH3:19][S:20]([OH:23])(=[O:22])=[O:21].[CH3:24][O:25][C:26](=[O:36])[CH2:27][CH:28]([NH2:35])[C:29]1[CH:34]=[CH:33][CH:32]=[CH:31][CH:30]=1, predict the reactants needed to synthesize it. The reactants are: NC(C1C=CC=CC=1)CC(O)=O.COC(=O)OC.[CH3:19][S:20]([OH:23])(=[O:22])=[O:21].[CH3:24][O:25][C:26](=[O:36])[CH2:27][CH:28]([NH2:35])[C:29]1[CH:34]=[CH:33][CH:32]=[CH:31][CH:30]=1. (6) The reactants are: [F:1][C:2]1[C:7]([F:8])=[CH:6][CH:5]=[CH:4][C:3]=1/[CH:9]=[CH:10]/[C:11]([OH:13])=[O:12]. Given the product [F:1][C:2]1[C:7]([F:8])=[CH:6][CH:5]=[CH:4][C:3]=1[CH2:9][CH2:10][C:11]([OH:13])=[O:12], predict the reactants needed to synthesize it.